The task is: Predict the reactants needed to synthesize the given product.. This data is from Full USPTO retrosynthesis dataset with 1.9M reactions from patents (1976-2016). Given the product [OH:18][CH2:17][C:15]1[C:14]([C:19]([F:22])([F:21])[F:20])=[N:13][N:12]([CH2:11][C:7]2[CH:6]=[C:5]3[C:10](=[CH:9][CH:8]=2)[CH:2]([NH:1][S:33]([CH:30]2[CH2:32][CH2:31]2)(=[O:35])=[O:34])[CH2:3][CH2:4]3)[CH:16]=1, predict the reactants needed to synthesize it. The reactants are: [NH2:1][CH:2]1[C:10]2[C:5](=[CH:6][C:7]([CH2:11][N:12]3[CH:16]=[C:15]([CH2:17][OH:18])[C:14]([C:19]([F:22])([F:21])[F:20])=[N:13]3)=[CH:8][CH:9]=2)[CH2:4][CH2:3]1.C(N(CC)CC)C.[CH:30]1([S:33](Cl)(=[O:35])=[O:34])[CH2:32][CH2:31]1.